Predict which catalyst facilitates the given reaction. From a dataset of Catalyst prediction with 721,799 reactions and 888 catalyst types from USPTO. (1) Reactant: [CH2:1]([NH:3][C:4]([NH:6][C:7]1[N:12]=[CH:11][C:10]([C:13]2[CH:14]=[N:15][CH:16]=[C:17]([C:19]3[O:20][C:21](=[O:24])[NH:22][N:23]=3)[CH:18]=2)=[C:9]([C:25]2[S:26][CH:27]=[C:28]([C:30]([F:33])([F:32])[F:31])[N:29]=2)[CH:8]=1)=[O:5])[CH3:2].CC(C)([O-])C.[K+].[CH3:40][N:41]([CH3:45])[C:42](Cl)=[O:43]. Product: [CH2:1]([NH:3][C:4](=[O:5])[NH:6][C:7]1[N:12]=[CH:11][C:10]([C:13]2[CH:14]=[N:15][CH:16]=[C:17]([C:19]3[O:20][C:21](=[O:24])[N:22]([C:42]([N:41]([CH3:45])[CH3:40])=[O:43])[N:23]=3)[CH:18]=2)=[C:9]([C:25]2[S:26][CH:27]=[C:28]([C:30]([F:32])([F:33])[F:31])[N:29]=2)[CH:8]=1)[CH3:2]. The catalyst class is: 1. (2) Reactant: [C:1]([NH:4][NH:5][C:6]([C:8]1[NH:9][C:10]2[C:15]([C:16]=1[Cl:17])=[CH:14][C:13]([F:18])=[CH:12][CH:11]=2)=[O:7])(=O)[CH3:2]. Product: [Cl:17][C:16]1[C:15]2[C:10](=[CH:11][CH:12]=[C:13]([F:18])[CH:14]=2)[NH:9][C:8]=1[C:6]1[O:7][C:1]([CH3:2])=[N:4][N:5]=1. The catalyst class is: 286. (3) Reactant: C([O:3][C:4]([C:6]1[NH:7][C:8]2[C:13]([CH:14]=1)=[CH:12][C:11]([NH:15][C:16]([C@H:18]1[C@H:22]([C:23]3[CH:28]=[CH:27][CH:26]=[C:25]([Cl:29])[C:24]=3[F:30])[C@:21]([C:33]3[CH:38]=[CH:37][C:36]([Cl:39])=[CH:35][C:34]=3[F:40])([C:31]#[N:32])[C@H:20]([CH2:41][C:42]([CH3:45])([CH3:44])[CH3:43])[NH:19]1)=[O:17])=[CH:10][CH:9]=2)=[O:5])C.[OH-].[K+]. Product: [Cl:29][C:25]1[C:24]([F:30])=[C:23]([C@@H:22]2[C@:21]([C:33]3[CH:38]=[CH:37][C:36]([Cl:39])=[CH:35][C:34]=3[F:40])([C:31]#[N:32])[C@H:20]([CH2:41][C:42]([CH3:44])([CH3:45])[CH3:43])[NH:19][C@H:18]2[C:16]([NH:15][C:11]2[CH:12]=[C:13]3[C:8](=[CH:9][CH:10]=2)[NH:7][C:6]([C:4]([OH:5])=[O:3])=[CH:14]3)=[O:17])[CH:28]=[CH:27][CH:26]=1. The catalyst class is: 40.